From a dataset of Forward reaction prediction with 1.9M reactions from USPTO patents (1976-2016). Predict the product of the given reaction. Given the reactants [NH2:1][CH2:2][CH2:3][N:4]1[C:27](=[O:28])[N:7]2[CH:8]([C:21]3[CH:26]=[CH:25][CH:24]=[CH:23][CH:22]=3)[C:9]3[NH:10][C:11]4[C:16]([C:17]=3[CH2:18][C:6]2([CH3:29])[C:5]1=[O:30])=[CH:15][C:14]([O:19][CH3:20])=[CH:13][CH:12]=4.[CH2:31](N)[CH3:32].N, predict the reaction product. The product is: [CH2:31]([NH:1][CH2:2][CH2:3][N:4]1[C:27](=[O:28])[N:7]2[CH:8]([C:21]3[CH:22]=[CH:23][CH:24]=[CH:25][CH:26]=3)[C:9]3[NH:10][C:11]4[C:16]([C:17]=3[CH2:18][C:6]2([CH3:29])[C:5]1=[O:30])=[CH:15][C:14]([O:19][CH3:20])=[CH:13][CH:12]=4)[CH3:32].